This data is from Experimentally validated miRNA-target interactions with 360,000+ pairs, plus equal number of negative samples. The task is: Binary Classification. Given a miRNA mature sequence and a target amino acid sequence, predict their likelihood of interaction. (1) The miRNA is hsa-miR-17-5p with sequence CAAAGUGCUUACAGUGCAGGUAG. The protein sequence of the target gene is MLRRILQRTPGRVGSQGSDLDSSATPINTVDVNNESSSEGFICPQCMKSLGSADELFKHYEAVHDAGNDSGHGGESNLALKRDDVTLLRQEVQDLQASLKEEKWYSEELKKELEKYQGLQQQEAKPDGLVTDSSAELQSLEQQLEEAQTENFNIKQMKDLFEQKAAQLATEIADIKSKYDEERSLREAAEQKVTRLTEELNKEATVIQDLKTELLQRPGIEDVAVLKKELVQVQTLMDNMTLERERESEKLKDECKKLQSQYASSEATISQLRSELAKGPQEVAVYVQELQKLKSSVNEL.... Result: 1 (interaction). (2) The miRNA is cel-miR-792-3p with sequence UUGAAAUCUCUUCAACUUUCAGA. The protein sequence of the target gene is MAPEIHMTGPMCLIENTNGELVANPEALKILSAITQPVVVVAIVGLYRTGKSYLMNKLAGKNKGFSLGSTVKSHTKGIWMWCVPHPKKPEHTLVLLDTEGLGDVKKGDNQNDSWIFTLAVLLSSTLVYNSMGTINQQAMDQLYYVTELTHRIRSKSSPDENENEDSADFVSFFPDFVWTLRDFSLDLEADGQPLTPDEYLEYSLKLTQGTSQKDKNFNLPRLCIRKFFPKKKCFVFDLPIHRRKLAQLEKLQDEELDPEFVQQVADFCSYIFSNSKTKTLSGGIKVNGPRLESLVLTYIN.... Result: 0 (no interaction). (3) The miRNA is hsa-miR-1307-3p with sequence ACUCGGCGUGGCGUCGGUCGUG. The protein sequence of the target gene is MSRELHDVDLAEVKPLVEKGESITGLLQEFDVQEQDIETLHGSLHVTLCGTPKGNRPVILTYHDIGMNHKTCYNPLFNSEDMQEITQHFAVCHVDAPGQQDGAPSFPVGYMYPSMDQLAEMLPGVLHQFGLKSVIGMGTGAGAYILTRFALNNPEMVEGLVLMNVNPCAEGWMDWAASKISGWTQALPDMVVSHLFGKEEIHNNVEVVHTYRQHILNDMNPSNLHLFISAYNSRRDLEIERPMPGTHTVTLQCPALLVVGDNSPAVDAVVECNSKLDPTKTTLLKMADCGGLPQISQPAK.... Result: 0 (no interaction). (4) The protein sequence of the target gene is MQSKPGRENEEEVNNHHAVQQPMMYAEPWWKNNSFGVVPQARPSGIPSNSSSLDCPNGSESNDVHSASEDGALNGENDGTWKDSQAATSSRSVDNHGMEGNDPALSIRNMHDQPLVQPPELVGHYIACVPNPYQDPYYGGLMGAYGHQQLGFRPYLGMPRERTALPLDMAQEPVYVNAKQYEGILRRRKARAKAELERKVIRDRKPYLHESRHKHAMRRARASGGRFAKKSEVEAGEDAGGRDRERGSATNSSGSEQVETDSNETLNSSGAP. The miRNA is hsa-miR-196b-3p with sequence UCGACAGCACGACACUGCCUUC. Result: 0 (no interaction).